This data is from Full USPTO retrosynthesis dataset with 1.9M reactions from patents (1976-2016). The task is: Predict the reactants needed to synthesize the given product. Given the product [CH2:1]([O:3][C:4]1[C:13]2[C:8](=[CH:9][CH:10]=[C:11](/[CH:14]=[C:28]3/[C:29](=[O:31])[N:30]=[C:26]([NH:25][CH2:24][CH2:23][C:19]4[CH:20]=[CH:21][CH:22]=[C:17]([F:16])[CH:18]=4)[S:27]/3)[CH:12]=2)[N:7]=[CH:6][N:5]=1)[CH3:2], predict the reactants needed to synthesize it. The reactants are: [CH2:1]([O:3][C:4]1[C:13]2[C:8](=[CH:9][CH:10]=[C:11]([CH:14]=O)[CH:12]=2)[N:7]=[CH:6][N:5]=1)[CH3:2].[F:16][C:17]1[CH:18]=[C:19]([CH2:23][CH2:24][NH:25][C:26]2[S:27][CH2:28][C:29](=[O:31])[N:30]=2)[CH:20]=[CH:21][CH:22]=1.N1CCCCC1.